Predict the product of the given reaction. From a dataset of Forward reaction prediction with 1.9M reactions from USPTO patents (1976-2016). (1) Given the reactants Cl[C:2]1[CH:7]=[N:6][CH:5]=[C:4]([Cl:8])[N:3]=1.[C:9]1([C:15]2[CH:20]=[CH:19][C:18]([OH:21])=[CH:17][CH:16]=2)[CH:14]=[CH:13][CH:12]=[CH:11][CH:10]=1, predict the reaction product. The product is: [Cl:8][C:4]1[CH:5]=[N:6][CH:7]=[C:2]([O:21][C:18]2[CH:17]=[CH:16][C:15]([C:9]3[CH:14]=[CH:13][CH:12]=[CH:11][CH:10]=3)=[CH:20][CH:19]=2)[N:3]=1. (2) Given the reactants [NH2:1][C:2]1[N:28]([CH2:29][C:30]([OH:33])([CH3:32])[CH3:31])[C:6]2[N:7]=[C:8]([NH:11][C:12]3[CH:17]=[CH:16][C:15]([N:18]4[CH2:23][CH2:22][CH:21]([CH2:24][CH3:25])[CH2:20][CH2:19]4)=[CH:14][C:13]=3[O:26][CH3:27])[N:9]=[CH:10][C:5]=2[C:4](=[O:34])[C:3]=1[C:35]([NH2:37])=[O:36].CC[Cl:40], predict the reaction product. The product is: [ClH:40].[NH2:1][C:2]1[N:28]([CH2:29][C:30]([OH:33])([CH3:32])[CH3:31])[C:6]2[N:7]=[C:8]([NH:11][C:12]3[CH:17]=[CH:16][C:15]([N:18]4[CH2:23][CH2:22][CH:21]([CH2:24][CH3:25])[CH2:20][CH2:19]4)=[CH:14][C:13]=3[O:26][CH3:27])[N:9]=[CH:10][C:5]=2[C:4](=[O:34])[C:3]=1[C:35]([NH2:37])=[O:36]. (3) Given the reactants [CH3:1][O:2][C:3]([C:5]1[N:6]([C:19]2[CH:24]=[CH:23][C:22]([O:25][CH:26]([CH3:28])[CH3:27])=[CH:21][CH:20]=2)[C:7]2[C:12]([C:13]=1[C:14]([O:16][CH3:17])=[O:15])=[CH:11][C:10]([OH:18])=[CH:9][CH:8]=2)=[O:4].[Cl:29][C:30]1[CH:31]=[C:32](B(O)O)[CH:33]=[CH:34][CH:35]=1, predict the reaction product. The product is: [CH3:1][O:2][C:3]([C:5]1[N:6]([C:19]2[CH:20]=[CH:21][C:22]([O:25][CH:26]([CH3:28])[CH3:27])=[CH:23][CH:24]=2)[C:7]2[C:12]([C:13]=1[C:14]([O:16][CH3:17])=[O:15])=[CH:11][C:10]([O:18][C:34]1[CH:33]=[CH:32][CH:31]=[C:30]([Cl:29])[CH:35]=1)=[CH:9][CH:8]=2)=[O:4]. (4) Given the reactants [Cl:1][C:2]1[CH:3]=[C:4]([C:9]2[N:13]([CH3:14])[N:12]=[C:11]([C:15](=[N:17][NH:18][C:19]([NH:21][C:22]3[CH:31]=[CH:30][C:25]([C:26]([O:28]C)=[O:27])=[C:24]([N+:32]([O-:34])=[O:33])[CH:23]=3)=[S:20])[CH3:16])[C:10]=2[OH:35])[CH:5]=[CH:6][C:7]=1[Cl:8].[OH-].[Na+].Cl.O, predict the reaction product. The product is: [Cl:1][C:2]1[CH:3]=[C:4]([C:9]2[N:13]([CH3:14])[N:12]=[C:11]([C:15](=[N:17][NH:18][C:19]([NH:21][C:22]3[CH:31]=[CH:30][C:25]([C:26]([OH:28])=[O:27])=[C:24]([N+:32]([O-:34])=[O:33])[CH:23]=3)=[S:20])[CH3:16])[C:10]=2[OH:35])[CH:5]=[CH:6][C:7]=1[Cl:8]. (5) Given the reactants [F:1][C:2]1[C:3]([C:17]([F:20])([F:19])[F:18])=[C:4]([C:8]2[CH2:9][CH2:10][N:11]([CH2:14][CH2:15][CH3:16])[CH2:12][CH:13]=2)[CH:5]=[CH:6][CH:7]=1, predict the reaction product. The product is: [F:1][C:2]1[C:3]([C:17]([F:20])([F:18])[F:19])=[C:4]([CH:8]2[CH2:9][CH2:10][N:11]([CH2:14][CH2:15][CH3:16])[CH2:12][CH2:13]2)[CH:5]=[CH:6][CH:7]=1.